Dataset: Forward reaction prediction with 1.9M reactions from USPTO patents (1976-2016). Task: Predict the product of the given reaction. (1) Given the reactants [Cl-].[CH:2]1[C:11]2[C:6](=[CH:7][CH:8]=[CH:9][CH:10]=2)[CH:5]=[CH:4][C:3]=1[C:12](=[O:15])[CH2:13][NH3+:14].[Cl:16][C:17]1[S:21][C:20]([S:22](Cl)(=[O:24])=[O:23])=[CH:19][CH:18]=1.CCN(CC)CC, predict the reaction product. The product is: [CH:2]1[C:11]2[C:6](=[CH:7][CH:8]=[CH:9][CH:10]=2)[CH:5]=[CH:4][C:3]=1[C:12](=[O:15])[CH2:13][NH:14][S:22]([C:20]1[S:21][C:17]([Cl:16])=[CH:18][CH:19]=1)(=[O:24])=[O:23]. (2) Given the reactants [N+:1]([C:4]1[C:13]([O:14][C@@H:15]([C:22]2[CH:27]=[CH:26][CH:25]=[CH:24][CH:23]=2)[CH2:16][N:17]2[CH:21]=[CH:20][N:19]=[CH:18]2)=[CH:12][CH:11]=[C:10]2[C:5]=1[CH2:6][CH2:7][CH2:8][C:9]2=[O:28])([O-])=O.CO.C(O)(=O)C.C([O-])(O)=O.[Na+], predict the reaction product. The product is: [NH2:1][C:4]1[C:13]([O:14][C@@H:15]([C:22]2[CH:27]=[CH:26][CH:25]=[CH:24][CH:23]=2)[CH2:16][N:17]2[CH:21]=[CH:20][N:19]=[CH:18]2)=[CH:12][CH:11]=[C:10]2[C:5]=1[CH2:6][CH2:7][CH2:8][C:9]2=[O:28]. (3) The product is: [CH2:25]([NH:28][C:3]1[CH:8]=[C:7]([CH3:9])[O:6][C:5](=[O:10])[C:4]=1[C:11](=[O:24])[CH:12]=[CH:13][C:14]1[CH:19]=[CH:18][CH:17]=[C:16]([CH:20]=[CH:21][C:22]#[N:23])[CH:15]=1)[C:26]#[CH:27]. Given the reactants CO[C:3]1[CH:8]=[C:7]([CH3:9])[O:6][C:5](=[O:10])[C:4]=1[C:11](=[O:24])[CH:12]=[CH:13][C:14]1[CH:19]=[CH:18][CH:17]=[C:16]([CH:20]=[CH:21][C:22]#[N:23])[CH:15]=1.[CH2:25]([NH2:28])[C:26]#[CH:27], predict the reaction product. (4) Given the reactants [H-].[H-].[H-].[H-].[Li+].[Al+3].[CH3:7][O:8][CH2:9][N:10]1[CH:14]=[C:13]([NH:15][C:16]([CH:18]2[CH2:23][CH2:22][O:21][CH2:20][CH2:19]2)=[O:17])[N:12]=[C:11]1[C:24](OCC)=[O:25], predict the reaction product. The product is: [CH:24]([C:11]1[N:10]([CH2:9][O:8][CH3:7])[CH:14]=[C:13]([NH:15][C:16]([CH:18]2[CH2:23][CH2:22][O:21][CH2:20][CH2:19]2)=[O:17])[N:12]=1)=[O:25]. (5) Given the reactants [NH2:1][C:2]1[C:10]([F:11])=[C:9]([Br:12])[C:8]([Cl:13])=[CH:7][C:3]=1[C:4](O)=[O:5].C(O)(=O)C.[CH:18](N)=[NH:19], predict the reaction product. The product is: [Br:12][C:9]1[C:10]([F:11])=[C:2]2[C:3]([C:4](=[O:5])[NH:19][CH:18]=[N:1]2)=[CH:7][C:8]=1[Cl:13].